Dataset: Forward reaction prediction with 1.9M reactions from USPTO patents (1976-2016). Task: Predict the product of the given reaction. The product is: [CH3:1][O:2][C:3](=[O:12])[CH2:4][C:5]1[C:9]([CH3:10])=[N:8][N:7]([CH2:20][C:19]2[CH:22]=[CH:23][C:16]([N+:13]([O-:15])=[O:14])=[CH:17][CH:18]=2)[C:6]=1[CH3:11]. Given the reactants [CH3:1][O:2][C:3](=[O:12])[CH2:4][C:5]1[C:6]([CH3:11])=[N:7][NH:8][C:9]=1[CH3:10].[N+:13]([C:16]1[CH:23]=[CH:22][C:19]([CH2:20]Br)=[CH:18][CH:17]=1)([O-:15])=[O:14].C([O-])([O-])=O.[K+].[K+].O, predict the reaction product.